From a dataset of Forward reaction prediction with 1.9M reactions from USPTO patents (1976-2016). Predict the product of the given reaction. Given the reactants Br[C:2]1[C:10]2[O:9][CH:8]([CH:11]3[CH2:13][CH2:12]3)[CH2:7][C:6]=2[CH:5]=[C:4]([S:14]([CH3:17])(=[O:16])=[O:15])[CH:3]=1.[O-]P([O-])([O-])=O.[K+].[K+].[K+].[CH3:26][N:27]1[CH:36]=[C:35](B2OC(C)(C)C(C)(C)O2)[C:34]2[C:29](=[CH:30][CH:31]=[CH:32][CH:33]=2)[C:28]1=[O:46], predict the reaction product. The product is: [CH:11]1([CH:8]2[CH2:7][C:6]3[CH:5]=[C:4]([S:14]([CH3:17])(=[O:16])=[O:15])[CH:3]=[C:2]([C:35]4[C:34]5[C:29](=[CH:30][CH:31]=[CH:32][CH:33]=5)[C:28](=[O:46])[N:27]([CH3:26])[CH:36]=4)[C:10]=3[O:9]2)[CH2:13][CH2:12]1.